From a dataset of NCI-60 drug combinations with 297,098 pairs across 59 cell lines. Regression. Given two drug SMILES strings and cell line genomic features, predict the synergy score measuring deviation from expected non-interaction effect. (1) Drug 1: C1CCC(C1)C(CC#N)N2C=C(C=N2)C3=C4C=CNC4=NC=N3. Drug 2: C1CCN(CC1)CCOC2=CC=C(C=C2)C(=O)C3=C(SC4=C3C=CC(=C4)O)C5=CC=C(C=C5)O. Cell line: NCI-H460. Synergy scores: CSS=2.84, Synergy_ZIP=0.844, Synergy_Bliss=5.17, Synergy_Loewe=2.37, Synergy_HSA=2.84. (2) Drug 1: COC1=NC(=NC2=C1N=CN2C3C(C(C(O3)CO)O)O)N. Drug 2: CC(C)NC(=O)C1=CC=C(C=C1)CNNC.Cl. Cell line: RPMI-8226. Synergy scores: CSS=8.56, Synergy_ZIP=5.05, Synergy_Bliss=7.90, Synergy_Loewe=8.72, Synergy_HSA=4.24. (3) Synergy scores: CSS=31.7, Synergy_ZIP=0.0857, Synergy_Bliss=0.679, Synergy_Loewe=-14.0, Synergy_HSA=-1.14. Drug 2: CN(CCCl)CCCl.Cl. Cell line: HL-60(TB). Drug 1: CCC1=CC2CC(C3=C(CN(C2)C1)C4=CC=CC=C4N3)(C5=C(C=C6C(=C5)C78CCN9C7C(C=CC9)(C(C(C8N6C)(C(=O)OC)O)OC(=O)C)CC)OC)C(=O)OC.C(C(C(=O)O)O)(C(=O)O)O. (4) Cell line: HOP-92. Drug 2: C1=NC2=C(N=C(N=C2N1C3C(C(C(O3)CO)O)F)Cl)N. Drug 1: C1=CC(=C2C(=C1NCCNCCO)C(=O)C3=C(C=CC(=C3C2=O)O)O)NCCNCCO. Synergy scores: CSS=56.2, Synergy_ZIP=-0.752, Synergy_Bliss=-0.858, Synergy_Loewe=3.83, Synergy_HSA=6.40. (5) Drug 1: C1=C(C(=O)NC(=O)N1)F. Drug 2: C1C(C(OC1N2C=NC(=NC2=O)N)CO)O. Cell line: NCIH23. Synergy scores: CSS=28.7, Synergy_ZIP=-14.7, Synergy_Bliss=-16.2, Synergy_Loewe=-15.4, Synergy_HSA=-14.8. (6) Drug 2: C1=NC(=NC(=O)N1C2C(C(C(O2)CO)O)O)N. Drug 1: CC12CCC3C(C1CCC2=O)CC(=C)C4=CC(=O)C=CC34C. Cell line: LOX IMVI. Synergy scores: CSS=47.1, Synergy_ZIP=0.850, Synergy_Bliss=3.57, Synergy_Loewe=-2.81, Synergy_HSA=5.02.